This data is from Full USPTO retrosynthesis dataset with 1.9M reactions from patents (1976-2016). The task is: Predict the reactants needed to synthesize the given product. (1) Given the product [CH3:21][N:8]1[C:9]2[C:14](=[CH:13][CH:12]=[CH:11][CH:10]=2)[C:15]([CH:16]=[O:17])=[C:7]1[C:1]1[CH:2]=[CH:3][CH:4]=[CH:5][CH:6]=1, predict the reactants needed to synthesize it. The reactants are: [C:1]1([C:7]2[NH:8][C:9]3[C:14]([C:15]=2[CH:16]=[O:17])=[CH:13][CH:12]=[CH:11][CH:10]=3)[CH:6]=[CH:5][CH:4]=[CH:3][CH:2]=1.[H-].[Na+].I[CH3:21].O. (2) The reactants are: [H-].[Na+].[C:3]([O:11][CH2:12][CH3:13])(=[O:10])[CH2:4][C:5]([O:7][CH2:8][CH3:9])=[O:6].Cl[C:15]1[N:24]=[C:23]2[C:18]([C:19]([NH:25][C:26]3[CH:31]=[C:30]([CH3:32])[CH:29]=[CH:28][C:27]=3[S:33][C:34]3[CH:39]=[CH:38][C:37]([NH:40][C:41](=[O:43])[CH3:42])=[CH:36][CH:35]=3)=[CH:20][CH:21]=[N:22]2)=[CH:17][CH:16]=1. Given the product [CH2:12]([O:11][C:3](=[O:10])[CH:4]([C:15]1[CH:16]=[CH:17][C:18]2[C:23](=[N:22][CH:21]=[CH:20][C:19]=2[NH:25][C:26]2[CH:31]=[C:30]([CH3:32])[CH:29]=[CH:28][C:27]=2[S:33][C:34]2[CH:39]=[CH:38][C:37]([NH:40][C:41](=[O:43])[CH3:42])=[CH:36][CH:35]=2)[N:24]=1)[C:5]([O:7][CH2:8][CH3:9])=[O:6])[CH3:13], predict the reactants needed to synthesize it. (3) Given the product [C:24]([O:23][C:22](=[O:28])[NH:21][C:15]1([CH3:14])[CH2:20][CH2:19][CH2:18][N:17]([C:2]2[C:7]([N+:8]([O-:10])=[O:9])=[CH:6][N:5]=[C:4]3[CH2:11][CH2:12][CH2:13][C:3]=23)[CH2:16]1)([CH3:27])([CH3:25])[CH3:26], predict the reactants needed to synthesize it. The reactants are: Cl[C:2]1[C:7]([N+:8]([O-:10])=[O:9])=[CH:6][N:5]=[C:4]2[CH2:11][CH2:12][CH2:13][C:3]=12.[CH3:14][C:15]1([NH:21][C:22](=[O:28])[O:23][C:24]([CH3:27])([CH3:26])[CH3:25])[CH2:20][CH2:19][CH2:18][NH:17][CH2:16]1.C(N(CC)CC)C. (4) Given the product [Br:1][C:2]1[N:7]2[N:8]=[C:9]([CH3:11])[C:10]([N+:18]([O-:19])=[O:17])=[C:6]2[CH:5]=[CH:4][CH:3]=1, predict the reactants needed to synthesize it. The reactants are: [Br:1][C:2]1[N:7]2[N:8]=[C:9]([CH3:11])[CH:10]=[C:6]2[CH:5]=[CH:4][CH:3]=1.F[B-](F)(F)F.[O:17]=[N+:18]=[O:19].